Dataset: Full USPTO retrosynthesis dataset with 1.9M reactions from patents (1976-2016). Task: Predict the reactants needed to synthesize the given product. (1) The reactants are: [CH2:1]([C:8]1[CH:9]=[C:10]([C:21](=[O:23])[CH3:22])[CH:11]=[C:12]([C:14]2[CH:19]=[N:18][CH:17]=[C:16](Br)[N:15]=2)[CH:13]=1)[C:2]1[CH:7]=[CH:6][CH:5]=[CH:4][CH:3]=1.[NH2:24][CH2:25][CH2:26][N:27]1[CH2:32][CH2:31][O:30][CH2:29][CH2:28]1.CCN(CC)CC.O. Given the product [CH2:1]([C:8]1[CH:9]=[C:10]([C:21](=[O:23])[CH3:22])[CH:11]=[C:12]([C:14]2[CH:19]=[N:18][CH:17]=[C:16]([NH:24][CH2:25][CH2:26][N:27]3[CH2:32][CH2:31][O:30][CH2:29][CH2:28]3)[N:15]=2)[CH:13]=1)[C:2]1[CH:7]=[CH:6][CH:5]=[CH:4][CH:3]=1, predict the reactants needed to synthesize it. (2) Given the product [OH:1][C:2]1[C:11]2[C:6](=[CH:7][CH:8]=[CH:9][CH:10]=2)[C:5]([OH:12])=[CH:4][C:3]=1[C:14]([O:16][CH3:17])=[O:15], predict the reactants needed to synthesize it. The reactants are: [OH:1][C:2]1[C:11]2[C:6](=[CH:7][CH:8]=[CH:9][CH:10]=2)[C:5]([O:12]C)=[CH:4][C:3]=1[C:14]([O:16][CH3:17])=[O:15].ClCCl.B(Br)(Br)Br. (3) Given the product [Cl:1][C:2]1[CH:7]=[CH:6][CH:5]=[C:4]([N+:8]([O-:10])=[O:9])[C:3]=1[S:11][C:12]1[N:13]([CH2:20][C@:37]2([CH3:38])[CH2:33][O:36]2)[CH:14]=[C:15]([N+:17]([O-:19])=[O:18])[N:16]=1, predict the reactants needed to synthesize it. The reactants are: [Cl:1][C:2]1[CH:7]=[CH:6][CH:5]=[C:4]([N+:8]([O-:10])=[O:9])[C:3]=1[S:11][C:12]1[NH:13][CH:14]=[C:15]([N+:17]([O-:19])=[O:18])[N:16]=1.[CH3:20]N(C)C=O.C(=O)([O-])[O-].[K+].[K+].[F-].[Cs+].[C:33]([O:36][CH2:37][CH3:38])(=O)C. (4) Given the product [CH:12]([C:4]1[CH:3]=[C:2]([O:1][S:32]([C:35]([F:38])([F:37])[F:36])(=[O:34])=[O:33])[CH:11]=[CH:10][C:5]=1[C:6]([O:8][CH3:9])=[O:7])([CH3:14])[CH3:13], predict the reactants needed to synthesize it. The reactants are: [OH:1][C:2]1[CH:11]=[CH:10][C:5]([C:6]([O:8][CH3:9])=[O:7])=[C:4]([CH:12]([CH3:14])[CH3:13])[CH:3]=1.[Li+].C[Si]([N-][Si](C)(C)C)(C)C.C1(N([S:32]([C:35]([F:38])([F:37])[F:36])(=[O:34])=[O:33])[S:32]([C:35]([F:38])([F:37])[F:36])(=[O:34])=[O:33])C=CC=CC=1. (5) Given the product [Br:15][CH2:8][C:7]1[C:6]([F:12])=[C:5]([F:13])[N:4]=[C:3]([F:14])[C:2]=1[Cl:1], predict the reactants needed to synthesize it. The reactants are: [Cl:1][C:2]1[C:3]([F:14])=[N:4][C:5]([F:13])=[C:6]([F:12])[C:7]=1[CH2:8]C(O)=O.[Br:15]Br. (6) Given the product [Br:1][C:2]1[CH:3]=[C:4]2[C:9](=[CH:10][CH:11]=1)[C:8]([NH:23][CH2:22][CH2:21][N:20]([CH3:24])[CH3:19])=[N:7][N:6]=[CH:5]2, predict the reactants needed to synthesize it. The reactants are: [Br:1][C:2]1[CH:3]=[C:4]2[C:9](=[CH:10][CH:11]=1)[C:8](Cl)=[N:7][N:6]=[CH:5]2.C(=O)([O-])[O-].[K+].[K+].[CH3:19][N:20]([CH3:24])[CH2:21][CH2:22][NH2:23]. (7) Given the product [Cl:19][C:5]1[C:6]2[C:7](=[CH:8][N:9]([C:11]3[C:16]([Cl:17])=[CH:15][CH:14]=[CH:13][C:12]=3[Cl:18])[N:10]=2)[C:2]([NH:20][C:21]2[N:26]=[CH:25][N:24]=[C:23]([CH2:27][OH:28])[CH:22]=2)=[N:3][CH:4]=1, predict the reactants needed to synthesize it. The reactants are: Br[C:2]1[C:7]2=[CH:8][N:9]([C:11]3[C:16]([Cl:17])=[CH:15][CH:14]=[CH:13][C:12]=3[Cl:18])[N:10]=[C:6]2[C:5]([Cl:19])=[CH:4][N:3]=1.[NH2:20][C:21]1[N:26]=[CH:25][N:24]=[C:23]([CH2:27][OH:28])[CH:22]=1.CC1(C)C2C(=C(P(C3C=CC=CC=3)C3C=CC=CC=3)C=CC=2)OC2C(P(C3C=CC=CC=3)C3C=CC=CC=3)=CC=CC1=2.C(=O)([O-])[O-].[Cs+].[Cs+].